Dataset: Forward reaction prediction with 1.9M reactions from USPTO patents (1976-2016). Task: Predict the product of the given reaction. (1) The product is: [F:22][C:2]([F:1])([F:21])[C:3]1[CH:8]=[CH:7][C:6]([CH:9]2[C:14]3=[N:15][S:16](=[O:19])(=[O:20])[CH2:17][CH2:18][N:13]3[CH2:12][CH2:11][CH2:10]2)=[CH:5][CH:4]=1. Given the reactants [F:1][C:2]([F:22])([F:21])[C:3]1[CH:8]=[CH:7][C:6]([C:9]2[C:14]3=[N:15][S:16](=[O:20])(=[O:19])[CH2:17][CH2:18][N:13]3[CH:12]=[CH:11][CH:10]=2)=[CH:5][CH:4]=1, predict the reaction product. (2) Given the reactants Cl.Cl.[NH:3]1[C:7]2[CH:8]=[CH:9][CH:10]=[CH:11][C:6]=2[N:5]=[C:4]1[CH2:12][NH2:13].[CH3:14][O:15][CH:16]([O:19][CH3:20])[CH:17]=O.C([O-])(=O)C.[Na+].C([BH3-])#N.[Na+], predict the reaction product. The product is: [NH:3]1[C:7]2[CH:8]=[CH:9][CH:10]=[CH:11][C:6]=2[N:5]=[C:4]1[CH2:12][NH:13][CH2:17][CH:16]([O:19][CH3:20])[O:15][CH3:14]. (3) Given the reactants C(Cl)(Cl)Cl.C(N(CC)CC)C.[CH3:12][N:13]1[CH:17]=[C:16]([C:18](Cl)=[O:19])[N:15]=[CH:14]1.[F:21][C:22]1[C:27]([C:28]2[CH:33]=[CH:32][C:31]([O:34][C:35]([F:38])([F:37])[F:36])=[CH:30][CH:29]=2)=[CH:26][C:25]([CH2:39][NH:40][C:41]([CH3:43])=[CH2:42])=[CH:24][CH:23]=1, predict the reaction product. The product is: [F:21][C:22]1[C:27]([C:28]2[CH:29]=[CH:30][C:31]([O:34][C:35]([F:37])([F:38])[F:36])=[CH:32][CH:33]=2)=[CH:26][C:25]([CH2:39][N:40]([C:41]([CH3:43])=[CH2:42])[C:18]([C:16]2[N:15]=[CH:14][N:13]([CH3:12])[CH:17]=2)=[O:19])=[CH:24][CH:23]=1. (4) The product is: [OH:39][C@@H:37]([CH3:38])[C:35]([N:2]1[CH2:7][CH2:6][CH2:5][C@@H:4]([NH:8][C:9]([C:11]2[C:15]3[N:16]=[CH:17][N:18]=[C:19]([C:20]4[CH:25]=[C:24]([F:26])[C:23]([O:27][CH3:28])=[CH:22][C:21]=4[O:29][CH2:30][CH:31]4[CH2:32][CH2:33]4)[C:14]=3[NH:13][CH:12]=2)=[O:10])[CH2:3]1)=[O:36]. Given the reactants Cl.[NH:2]1[CH2:7][CH2:6][CH2:5][C@@H:4]([NH:8][C:9]([C:11]2[C:15]3[N:16]=[CH:17][N:18]=[C:19]([C:20]4[CH:25]=[C:24]([F:26])[C:23]([O:27][CH3:28])=[CH:22][C:21]=4[O:29][CH2:30][CH:31]4[CH2:33][CH2:32]4)[C:14]=3[NH:13][CH:12]=2)=[O:10])[CH2:3]1.Cl[C:35]([C@@H:37]([O:39]C(=O)C)[CH3:38])=[O:36], predict the reaction product. (5) Given the reactants Br[C:2]1[C:11]([O:12][CH:13]2[CH2:18][CH2:17][CH:16]([C:19]([CH3:22])([CH3:21])[CH3:20])[CH2:15][CH2:14]2)=[CH:10][CH:9]=[C:8]2[C:3]=1[CH:4]=[CH:5][C:6]([C@:23]1([CH3:29])[CH2:27][O:26][C:25](=[O:28])[NH:24]1)=[CH:7]2.[F:30][C:31]([F:43])([F:42])[O:32][C:33]1[CH:38]=[CH:37][C:36](B(O)O)=[CH:35][CH:34]=1.C(=O)([O-])[O-].[Na+].[Na+].COCCOC, predict the reaction product. The product is: [C:19]([C@H:16]1[CH2:17][CH2:18][C@H:13]([O:12][C:11]2[C:2]([C:36]3[CH:35]=[CH:34][C:33]([O:32][C:31]([F:30])([F:42])[F:43])=[CH:38][CH:37]=3)=[C:3]3[C:8](=[CH:9][CH:10]=2)[CH:7]=[C:6]([C@:23]2([CH3:29])[CH2:27][O:26][C:25](=[O:28])[NH:24]2)[CH:5]=[CH:4]3)[CH2:14][CH2:15]1)([CH3:22])([CH3:21])[CH3:20]. (6) Given the reactants [CH:1]1([C:7]2[C:8]3[CH:30]=[CH:29][CH:28]=[CH:27][C:9]=3[N:10]([CH2:19][C:20]([CH:22]3[CH2:26][CH2:25][CH2:24][CH2:23]3)=[O:21])[C:11](=[O:18])[N:12]([CH2:14][C:15](Cl)=[O:16])[N:13]=2)[CH2:6][CH2:5][CH2:4][CH2:3][CH2:2]1.[NH2:31][C:32]1[CH:33]=[C:34]([C:38]2[NH:39][O:40][C:41](=[O:43])[N:42]=2)[CH:35]=[CH:36][CH:37]=1.Cl.CCN(C(C)C)C(C)C, predict the reaction product. The product is: [CH:1]1([C:7]2[C:8]3[CH:30]=[CH:29][CH:28]=[CH:27][C:9]=3[N:10]([CH2:19][C:20]([CH:22]3[CH2:26][CH2:25][CH2:24][CH2:23]3)=[O:21])[C:11](=[O:18])[N:12]([CH2:14][C:15]([NH:31][C:32]3[CH:37]=[CH:36][CH:35]=[C:34]([C:38]4[NH:39][O:40][C:41](=[O:43])[N:42]=4)[CH:33]=3)=[O:16])[N:13]=2)[CH2:6][CH2:5][CH2:4][CH2:3][CH2:2]1. (7) Given the reactants [Cl:1][C:2]1[CH:3]=[N:4][C:5]2[N:6]([N:8]=[C:9]([C:11]([OH:13])=O)[CH:10]=2)[CH:7]=1.[CH3:14][C:15]1[O:23][C:22]2[CH2:21][CH2:20][NH:19][CH:18]([CH3:24])[C:17]=2[CH:16]=1, predict the reaction product. The product is: [Cl:1][C:2]1[CH:3]=[N:4][C:5]2[N:6]([N:8]=[C:9]([C:11]([N:19]3[CH2:20][CH2:21][C:22]4[O:23][C:15]([CH3:14])=[CH:16][C:17]=4[CH:18]3[CH3:24])=[O:13])[CH:10]=2)[CH:7]=1.